Dataset: NCI-60 drug combinations with 297,098 pairs across 59 cell lines. Task: Regression. Given two drug SMILES strings and cell line genomic features, predict the synergy score measuring deviation from expected non-interaction effect. (1) Drug 1: CC1=C(C=C(C=C1)NC2=NC=CC(=N2)N(C)C3=CC4=NN(C(=C4C=C3)C)C)S(=O)(=O)N.Cl. Cell line: COLO 205. Drug 2: CN(CCCl)CCCl.Cl. Synergy scores: CSS=35.5, Synergy_ZIP=1.82, Synergy_Bliss=0.514, Synergy_Loewe=-33.3, Synergy_HSA=-5.84. (2) Cell line: SF-539. Drug 2: CC1=C(C=C(C=C1)C(=O)NC2=CC(=CC(=C2)C(F)(F)F)N3C=C(N=C3)C)NC4=NC=CC(=N4)C5=CN=CC=C5. Drug 1: CCC1(CC2CC(C3=C(CCN(C2)C1)C4=CC=CC=C4N3)(C5=C(C=C6C(=C5)C78CCN9C7C(C=CC9)(C(C(C8N6C=O)(C(=O)OC)O)OC(=O)C)CC)OC)C(=O)OC)O.OS(=O)(=O)O. Synergy scores: CSS=40.6, Synergy_ZIP=1.48, Synergy_Bliss=2.27, Synergy_Loewe=6.59, Synergy_HSA=4.36. (3) Drug 1: COC1=C(C=C2C(=C1)N=CN=C2NC3=CC(=C(C=C3)F)Cl)OCCCN4CCOCC4. Drug 2: CCCS(=O)(=O)NC1=C(C(=C(C=C1)F)C(=O)C2=CNC3=C2C=C(C=N3)C4=CC=C(C=C4)Cl)F. Cell line: TK-10. Synergy scores: CSS=28.7, Synergy_ZIP=-1.33, Synergy_Bliss=-2.30, Synergy_Loewe=-8.18, Synergy_HSA=-0.601.